From a dataset of Reaction yield outcomes from USPTO patents with 853,638 reactions. Predict the reaction yield, written as a fraction of the theoretical maximum amount of product (1.0 means a 100% yield; for example, 0.34 means a 34% yield). The reactants are CS[C:3]1[N:4]([CH2:8][C:9]2([C:15]3[CH:20]=[CH:19][C:18]([O:21][CH2:22][CH2:23][CH2:24][N:25]4[CH2:29][CH2:28][CH2:27][CH2:26]4)=[CH:17][CH:16]=3)[CH2:14][CH2:13][O:12][CH2:11][CH2:10]2)[CH:5]=[CH:6][N:7]=1. The catalyst is CCO.O.[Ni]. The product is [N:25]1([CH2:24][CH2:23][CH2:22][O:21][C:18]2[CH:19]=[CH:20][C:15]([C:9]3([CH2:8][N:4]4[CH:5]=[CH:6][N:7]=[CH:3]4)[CH2:14][CH2:13][O:12][CH2:11][CH2:10]3)=[CH:16][CH:17]=2)[CH2:26][CH2:27][CH2:28][CH2:29]1. The yield is 0.360.